The task is: Predict the product of the given reaction.. This data is from Forward reaction prediction with 1.9M reactions from USPTO patents (1976-2016). (1) The product is: [F:13][C:14]1[CH:15]=[C:16]([C:2]2[C:10]3[C:5](=[N:6][CH:7]=[C:8]([NH2:11])[CH:9]=3)[N:4]([CH3:12])[N:3]=2)[CH:17]=[CH:18][C:19]=1[O:20][CH3:21]. Given the reactants I[C:2]1[C:10]2[C:5](=[N:6][CH:7]=[C:8]([NH2:11])[CH:9]=2)[N:4]([CH3:12])[N:3]=1.[F:13][C:14]1[CH:15]=[C:16](B(O)O)[CH:17]=[CH:18][C:19]=1[O:20][CH3:21].P([O-])([O-])([O-])=O.[K+].[K+].[K+].C1CCC(P(C2C(C3C=CC=CC=3)=CC=CC=2)C2CCCCC2)CC1, predict the reaction product. (2) Given the reactants [CH3:1][N:2]1[C:6]([C:7](=[O:23])[NH:8][CH2:9][CH2:10][C:11]2[N:12]=[C:13]([C:17]3[CH:22]=[CH:21][CH:20]=[CH:19][CH:18]=3)[O:14][C:15]=2[CH3:16])=[C:5]([C:24](O)=[O:25])[CH:4]=[N:3]1.C(O)(=O)C(O)=O.[CH2:33]1[C:36]2([CH2:39][NH:38][CH2:37]2)[CH2:35][O:34]1.[CH2:33]1[C:36]2([CH2:39][NH:38][CH2:37]2)[CH2:35][O:34]1, predict the reaction product. The product is: [CH3:16][C:15]1[O:14][C:13]([C:17]2[CH:18]=[CH:19][CH:20]=[CH:21][CH:22]=2)=[N:12][C:11]=1[CH2:10][CH2:9][NH:8][C:7]([C:6]1[N:2]([CH3:1])[N:3]=[CH:4][C:5]=1[C:24]([N:38]1[CH2:39][C:36]2([CH2:33][O:34][CH2:35]2)[CH2:37]1)=[O:25])=[O:23]. (3) Given the reactants [OH:1][N:2]=[C:3](Cl)[C:4]1[CH:9]=[CH:8][C:7]([N+:10]([O-:12])=[O:11])=[CH:6][CH:5]=1.C(OC(=O)[CH:18]([C:20]1[CH:25]=[CH:24][CH:23]=[CH:22][CH:21]=1)[CH3:19])C.[CH2:27]([O:29][C:30](C1ON=C(C2C=CC([N+]([O-])=O)=CC=2)C=1)=[O:31])[CH3:28], predict the reaction product. The product is: [CH2:27]([O:29][C:30]([C:19]1[C:3]([C:4]2[CH:9]=[CH:8][C:7]([N+:10]([O-:12])=[O:11])=[CH:6][CH:5]=2)=[N:2][O:1][C:18]=1[C:20]1[CH:21]=[CH:22][CH:23]=[CH:24][CH:25]=1)=[O:31])[CH3:28]. (4) Given the reactants Br[C:2]1[C:10]2[C:5](=[CH:6][CH:7]=[CH:8][C:9]=2[N+:11]([O-:13])=[O:12])[N:4]([CH2:14][CH2:15][C:16]2[CH:21]=[CH:20][CH:19]=[C:18]([CH3:22])[N:17]=2)[N:3]=1.Br[C:24]1C2C(=CC=CC=2[N+]([O-])=O)N(CC2C=CC=C(C(C)C)N=2)N=1, predict the reaction product. The product is: [CH3:24][C:2]1[C:10]2[C:5](=[CH:6][CH:7]=[CH:8][C:9]=2[N+:11]([O-:13])=[O:12])[N:4]([CH2:14][CH2:15][C:16]2[CH:21]=[CH:20][CH:19]=[C:18]([CH3:22])[N:17]=2)[N:3]=1. (5) Given the reactants [NH2:1][CH2:2][C:3]([NH:5][CH2:6][CH2:7][NH:8][C:9](=[O:35])[CH2:10][C@@H:11]1[N:17]=[C:16]([C:18]2[CH:23]=[CH:22][C:21]([Cl:24])=[CH:20][CH:19]=2)[C:15]2[CH:25]=[C:26]([O:29][CH3:30])[CH:27]=[CH:28][C:14]=2[N:13]2[C:31]([CH3:34])=[N:32][N:33]=[C:12]12)=[O:4].CCN=C=NCCCN(C)C.[Cl:47][C:48]1[CH:53]=[CH:52][C:51]([C:54]2[C:60]3[CH:61]=[C:62]([O:65][CH3:66])[CH:63]=[CH:64][C:59]=3[N:58]3[C:67]([CH3:70])=[N:68][N:69]=[C:57]3[C@H:56]([CH2:71][C:72](O)=[O:73])[N:55]=2)=[CH:50][CH:49]=1.C1C=CC2N(O)N=NC=2C=1, predict the reaction product. The product is: [Cl:24][C:21]1[CH:20]=[CH:19][C:18]([C:16]2[C:15]3[CH:25]=[C:26]([O:29][CH3:30])[CH:27]=[CH:28][C:14]=3[N:13]3[C:31]([CH3:34])=[N:32][N:33]=[C:12]3[C@H:11]([CH2:10][C:9]([NH:8][CH2:7][CH2:6][NH:5][C:3](=[O:4])[CH2:2][NH:1][C:72](=[O:73])[CH2:71][C@@H:56]3[N:55]=[C:54]([C:51]4[CH:52]=[CH:53][C:48]([Cl:47])=[CH:49][CH:50]=4)[C:60]4[CH:61]=[C:62]([O:65][CH3:66])[CH:63]=[CH:64][C:59]=4[N:58]4[C:67]([CH3:70])=[N:68][N:69]=[C:57]34)=[O:35])[N:17]=2)=[CH:23][CH:22]=1. (6) The product is: [CH3:1][O:2][C:3](=[O:20])[C:4]1[CH:9]=[CH:8][C:7]([NH:10][CH:11]2[CH2:15][CH2:14][CH2:13][CH:12]2[CH3:16])=[C:6]([NH2:17])[CH:5]=1. Given the reactants [CH3:1][O:2][C:3](=[O:20])[C:4]1[CH:9]=[CH:8][C:7]([NH:10][CH:11]2[CH2:15][CH2:14][CH2:13][CH:12]2[CH3:16])=[C:6]([N+:17]([O-])=O)[CH:5]=1, predict the reaction product.